From a dataset of Full USPTO retrosynthesis dataset with 1.9M reactions from patents (1976-2016). Predict the reactants needed to synthesize the given product. (1) The reactants are: [CH3:1][N:2]([S:15]([C:18]1[S:19][CH:20]=[CH:21][CH:22]=1)(=[O:17])=[O:16])[C:3]1[CH:4]=[CH:5][CH:6]=[C:7]2[C:11]=1[NH:10][C:9]([C:12]([OH:14])=O)=[CH:8]2.[CH2:23]([S:30][C:31]1([CH2:37][NH2:38])[CH2:36][CH2:35][O:34][CH2:33][CH2:32]1)[C:24]1[CH:29]=[CH:28][CH:27]=[CH:26][CH:25]=1.N1(O)C2C=CC=CC=2N=N1.Cl.CN(C)CCCN=C=NCC.C(=O)([O-])O.[Na+]. Given the product [CH2:23]([S:30][C:31]1([CH2:37][NH:38][C:12]([C:9]2[NH:10][C:11]3[C:7]([CH:8]=2)=[CH:6][CH:5]=[CH:4][C:3]=3[N:2]([CH3:1])[S:15]([C:18]2[S:19][CH:20]=[CH:21][CH:22]=2)(=[O:16])=[O:17])=[O:14])[CH2:36][CH2:35][O:34][CH2:33][CH2:32]1)[C:24]1[CH:25]=[CH:26][CH:27]=[CH:28][CH:29]=1, predict the reactants needed to synthesize it. (2) Given the product [CH3:20][O:19][C:17](=[O:18])[NH:16][CH2:15][CH:14]([C:21]1[CH:26]=[CH:25][C:24]([F:27])=[CH:23][C:22]=1[F:28])[N:11]1[CH2:12][CH2:13][NH:8][CH2:9][CH2:10]1, predict the reactants needed to synthesize it. The reactants are: C(OC([N:8]1[CH2:13][CH2:12][N:11]([CH:14]([C:21]2[CH:26]=[CH:25][C:24]([F:27])=[CH:23][C:22]=2[F:28])[CH2:15][NH:16][C:17]([O:19][CH3:20])=[O:18])[CH2:10][CH2:9]1)=O)(C)(C)C.C(O)(C(F)(F)F)=O. (3) Given the product [CH2:17]([O:14][C:7]1[C:8]2[C:13](=[CH:12][CH:11]=[CH:10][CH:9]=2)[C:4]([N+:1]([O-:3])=[O:2])=[CH:5][CH:6]=1)[C:18]1[CH:23]=[CH:22][CH:21]=[CH:20][CH:19]=1, predict the reactants needed to synthesize it. The reactants are: [N+:1]([C:4]1[C:13]2[C:8](=[CH:9][CH:10]=[CH:11][CH:12]=2)[C:7]([OH:14])=[CH:6][CH:5]=1)([O-:3])=[O:2].[H-].[Na+].[CH2:17](Br)[C:18]1[CH:23]=[CH:22][CH:21]=[CH:20][CH:19]=1. (4) Given the product [C:1]([O:5][C:6]([NH:8][CH2:9][C:10]1[N:11]([CH2:34][CH:35]([CH3:36])[CH3:37])[C:12](=[O:33])[C:13]2[C:18]([C:19]=1[C:20]1[CH:21]=[CH:22][CH:23]=[CH:24][CH:25]=1)=[CH:17][C:16]([CH2:26][CH2:27][C:28]([O:30][CH2:31][CH3:32])=[O:29])=[CH:15][CH:14]=2)=[O:7])([CH3:3])([CH3:2])[CH3:4], predict the reactants needed to synthesize it. The reactants are: [C:1]([O:5][C:6]([NH:8][CH2:9][C:10]1[N:11]([CH2:34][CH:35]([CH3:37])[CH3:36])[C:12](=[O:33])[C:13]2[C:18]([C:19]=1[C:20]1[CH:25]=[CH:24][CH:23]=[CH:22][CH:21]=1)=[CH:17][C:16](/[CH:26]=[CH:27]/[C:28]([O:30][CH2:31][CH3:32])=[O:29])=[CH:15][CH:14]=2)=[O:7])([CH3:4])([CH3:3])[CH3:2]. (5) The reactants are: [NH2:1][C:2]1[N:11]=[C:10]([CH3:12])[C:9]2[C:8](=[O:13])[CH2:7][CH:6]([C:14]3[CH:19]=[CH:18][C:17]([F:20])=[CH:16][C:15]=3Br)[CH2:5][C:4]=2[N:3]=1.[F:22][C:23]1[C:28](B(O)O)=[CH:27][CH:26]=[CH:25][N:24]=1.C(=O)([O-])[O-].[K+].[K+]. Given the product [NH2:1][C:2]1[N:11]=[C:10]([CH3:12])[C:9]2[C:8](=[O:13])[CH2:7][CH:6]([C:14]3[CH:19]=[CH:18][C:17]([F:20])=[CH:16][C:15]=3[C:28]3[C:23]([F:22])=[N:24][CH:25]=[CH:26][CH:27]=3)[CH2:5][C:4]=2[N:3]=1, predict the reactants needed to synthesize it. (6) Given the product [Cl:1][C:2]1[CH:3]=[C:4]([CH2:9][C:10]([NH:37][C:38]2[S:39][CH:40]=[CH:41][N:42]=2)=[O:12])[CH:5]=[CH:6][C:7]=1[Cl:8], predict the reactants needed to synthesize it. The reactants are: [Cl:1][C:2]1[CH:3]=[C:4]([CH2:9][C:10]([OH:12])=O)[CH:5]=[CH:6][C:7]=1[Cl:8].CN(C(ON1N=NC2C=CC=CC1=2)=[N+](C)C)C.F[P-](F)(F)(F)(F)F.[NH2:37][C:38]1[S:39][CH:40]=[CH:41][N:42]=1.C(N(C(C)C)CC)(C)C. (7) Given the product [C:1]([O:5][C:6]([N:8]([C:20]([O:22][C:23]([CH3:26])([CH3:25])[CH3:24])=[O:21])[C:9]1[C:10]([C:16]([O:18][CH3:19])=[O:17])=[N:11][C:12]([C:27]([CH3:29])=[CH2:28])=[CH:13][N:14]=1)=[O:7])([CH3:4])([CH3:3])[CH3:2], predict the reactants needed to synthesize it. The reactants are: [C:1]([O:5][C:6]([N:8]([C:20]([O:22][C:23]([CH3:26])([CH3:25])[CH3:24])=[O:21])[C:9]1[C:10]([C:16]([O:18][CH3:19])=[O:17])=[N:11][C:12](Br)=[CH:13][N:14]=1)=[O:7])([CH3:4])([CH3:3])[CH3:2].[C:27](B1OC(C)(C)C(C)(C)O1)([CH3:29])=[CH2:28]. (8) Given the product [CH2:1]([O:3][C:4]([C:6]1[O:7][C:8]([C:13]#[C:12][C:14]2[CH:19]=[CH:18][CH:17]=[CH:16][C:15]=2[F:20])=[CH:9][CH:10]=1)=[O:5])[CH3:2], predict the reactants needed to synthesize it. The reactants are: [CH2:1]([O:3][C:4]([C:6]1[O:7][C:8](Br)=[CH:9][CH:10]=1)=[O:5])[CH3:2].[C:12]([C:14]1[CH:19]=[CH:18][CH:17]=[CH:16][C:15]=1[F:20])#[CH:13].